This data is from Full USPTO retrosynthesis dataset with 1.9M reactions from patents (1976-2016). The task is: Predict the reactants needed to synthesize the given product. (1) Given the product [CH3:20][O:19][C:12]1[CH:13]=[C:14]([O:17][CH3:18])[CH:15]=[C:16]2[C:11]=1[C:10]1([C:32]3[C:23](=[CH:24][C:25]4[O:30][CH2:29][CH2:28][O:27][C:26]=4[CH:31]=3)[O:22][CH2:21]1)[C:9](=[O:33])[NH:8]2, predict the reactants needed to synthesize it. The reactants are: C1(C(C2C=CC=CC=2)[N:8]2[C:16]3[C:11](=[C:12]([O:19][CH3:20])[CH:13]=[C:14]([O:17][CH3:18])[CH:15]=3)[C:10]3([C:32]4[C:23](=[CH:24][C:25]5[O:30][CH2:29][CH2:28][O:27][C:26]=5[CH:31]=4)[O:22][CH2:21]3)[C:9]2=[O:33])C=CC=CC=1.C1(C(C2C=CC=CC=2)N2C3C(=CC=CC=3)C3(C4C=C(C)C(OC)=CC=4OC3)C2=O)C=CC=CC=1. (2) Given the product [CH3:12][C:9]1[CH:8]=[CH:7][C:6]2[C:11](=[C:2](/[C:15](/[CH3:16])=[CH:14]\[C:13]([O:18][CH2:19][CH3:20])=[O:17])[CH:3]=[CH:4][CH:5]=2)[N:10]=1, predict the reactants needed to synthesize it. The reactants are: Br[C:2]1[CH:3]=[CH:4][CH:5]=[C:6]2[C:11]=1[N:10]=[C:9]([CH3:12])[CH:8]=[CH:7]2.[C:13]([O:18][CH2:19][CH3:20])(=[O:17])/[CH:14]=[CH:15]/[CH3:16].C1(N(C)C2CCCCC2)CCCCC1.O. (3) Given the product [NH2:20][C@H:1]1[C@H:5]([OH:6])[CH2:4][N:3]([C:7]([O:9][CH2:10][C:11]2[CH:16]=[CH:15][CH:14]=[CH:13][CH:12]=2)=[O:8])[CH2:2]1, predict the reactants needed to synthesize it. The reactants are: [CH:1]12[O:6][CH:5]1[CH2:4][N:3]([C:7]([O:9][CH2:10][C:11]1[CH:16]=[CH:15][CH:14]=[CH:13][CH:12]=1)=[O:8])[CH2:2]2.[OH-].[Na+].[OH-].[NH4+:20]. (4) Given the product [CH2:27]([NH:34][C:21]([C:11]1[C:10](=[O:26])[N:9]([O:8][CH2:1][C:2]2[CH:3]=[CH:4][CH:5]=[CH:6][CH:7]=2)[C:14]2[N:15]=[CH:16][N:17]=[C:18]([CH3:19])[C:13]=2[C:12]=1[OH:20])=[O:22])[C:28]1[CH:33]=[CH:32][CH:31]=[CH:30][CH:29]=1, predict the reactants needed to synthesize it. The reactants are: [CH2:1]([O:8][N:9]1[C:14]2[N:15]=[CH:16][N:17]=[C:18]([CH3:19])[C:13]=2[C:12]([OH:20])=[C:11]([C:21](OCC)=[O:22])[C:10]1=[O:26])[C:2]1[CH:7]=[CH:6][CH:5]=[CH:4][CH:3]=1.[CH2:27]([NH2:34])[C:28]1[CH:33]=[CH:32][CH:31]=[CH:30][CH:29]=1.Cl. (5) Given the product [CH:21]([C@@H:11]1[C:12](=[O:13])[NH:14][CH:15]=[CH:16][N:10]1[C:9]([O:8][CH2:1][C:2]1[CH:3]=[CH:4][CH:5]=[CH:6][CH:7]=1)=[O:24])([CH3:22])[CH3:23], predict the reactants needed to synthesize it. The reactants are: [CH2:1]([O:8][C:9](=[O:24])[NH:10][C@H:11]([CH:21]([CH3:23])[CH3:22])[C:12]([NH:14][CH2:15][CH:16](OC)OC)=[O:13])[C:2]1[CH:7]=[CH:6][CH:5]=[CH:4][CH:3]=1.C(O)(C(F)(F)F)=O.O.C([O-])([O-])=O.[Na+].[Na+]. (6) Given the product [N:27]1[CH:28]=[CH:29][CH:30]=[C:25]([C:18]2[CH:19]=[C:20]([C:21]([F:24])([F:23])[F:22])[N:16]([C:13]3[N:12]=[N:11][C:10]([NH:9][C:7](=[O:8])[C:6]4[CH:31]=[C:2]([C:36]5[CH:37]=[N:32][CH:33]=[N:34][CH:35]=5)[CH:3]=[N:4][CH:5]=4)=[CH:15][CH:14]=3)[N:17]=2)[CH:26]=1, predict the reactants needed to synthesize it. The reactants are: Br[C:2]1[CH:3]=[N:4][CH:5]=[C:6]([CH:31]=1)[C:7]([NH:9][C:10]1[N:11]=[N:12][C:13]([N:16]2[C:20]([C:21]([F:24])([F:23])[F:22])=[CH:19][C:18]([C:25]3[CH:26]=[N:27][CH:28]=[CH:29][CH:30]=3)=[N:17]2)=[CH:14][CH:15]=1)=[O:8].[N:32]1[CH:37]=[C:36](B(O)O)[CH:35]=[N:34][CH:33]=1.C(=O)([O-])[O-].[Cs+].[Cs+]. (7) Given the product [CH3:3][O:4][C:5]([C:7]1[C:8]([C:13]2[CH:14]=[CH:15][C:16]([C:19]3[O:23][C:22]([N:24]([CH2:50][C:47]4[CH:48]=[CH:49][C:44]([C:41]([P:36]([O:35][CH2:33][CH3:34])([O:37][CH2:38][CH3:39])=[O:40])([F:42])[F:43])=[C:45]([Br:52])[CH:46]=4)[C:25]4[CH:30]=[CH:29][C:28]([Cl:31])=[C:27]([Cl:32])[CH:26]=4)=[N:21][CH:20]=3)=[CH:17][CH:18]=2)=[CH:9][CH:10]=[CH:11][CH:12]=1)=[O:6], predict the reactants needed to synthesize it. The reactants are: [H-].[Na+].[CH3:3][O:4][C:5]([C:7]1[C:8]([C:13]2[CH:18]=[CH:17][C:16]([C:19]3[O:23][C:22]([NH:24][C:25]4[CH:30]=[CH:29][C:28]([Cl:31])=[C:27]([Cl:32])[CH:26]=4)=[N:21][CH:20]=3)=[CH:15][CH:14]=2)=[CH:9][CH:10]=[CH:11][CH:12]=1)=[O:6].[CH2:33]([O:35][P:36]([C:41]([C:44]1[CH:49]=[CH:48][C:47]([CH2:50]Br)=[CH:46][C:45]=1[Br:52])([F:43])[F:42])(=[O:40])[O:37][CH2:38][CH3:39])[CH3:34]. (8) Given the product [Cl:15][C:2]1[C:7]([C:8]#[N:9])=[CH:6][N:5]=[C:4]2[CH:10]=[CH:11][S:12][C:3]=12, predict the reactants needed to synthesize it. The reactants are: O=[C:2]1[C:7]([C:8]#[N:9])=[CH:6][NH:5][C:4]2[CH:10]=[CH:11][S:12][C:3]1=2.P(Cl)(Cl)([Cl:15])=O.C([O-])(O)=O.[Na+]. (9) Given the product [F:31][C:32]1[CH:37]=[CH:36][CH:35]=[CH:34][C:33]=1[C:38]1[N:40]=[C:28]([CH:13]2[CH2:14][CH:15]([C:17]3[CH:22]=[CH:21][C:20]([O:23][C:24]([F:26])([F:25])[F:27])=[CH:19][CH:18]=3)[CH2:16][N:11]([C:9]([N:6]3[CH2:7][CH2:8][CH:3]([C:1]#[N:2])[CH2:4][CH2:5]3)=[O:10])[CH2:12]2)[O:29][N:39]=1, predict the reactants needed to synthesize it. The reactants are: [C:1]([CH:3]1[CH2:8][CH2:7][N:6]([C:9]([N:11]2[CH2:16][CH:15]([C:17]3[CH:22]=[CH:21][C:20]([O:23][C:24]([F:27])([F:26])[F:25])=[CH:19][CH:18]=3)[CH2:14][CH:13]([C:28](O)=[O:29])[CH2:12]2)=[O:10])[CH2:5][CH2:4]1)#[N:2].[F:31][C:32]1[CH:37]=[CH:36][CH:35]=[CH:34][C:33]=1[C:38](=[N:40]O)[NH2:39].